Dataset: Catalyst prediction with 721,799 reactions and 888 catalyst types from USPTO. Task: Predict which catalyst facilitates the given reaction. (1) Reactant: C(Cl)Cl.B(Br)(Br)Br.[Cl:8][C:9]1[N:10]([CH2:18][C:19]2[CH:24]=[CH:23][C:22]([Cl:25])=[CH:21][CH:20]=2)[CH:11]=[C:12]([O:16]C)[C:13](=[O:15])[N:14]=1.C(=O)([O-])O.[Na+]. Product: [Cl:8][C:9]1[N:10]([CH2:18][C:19]2[CH:24]=[CH:23][C:22]([Cl:25])=[CH:21][CH:20]=2)[CH:11]=[C:12]([OH:16])[C:13](=[O:15])[N:14]=1. The catalyst class is: 4. (2) Reactant: [N:1]1([CH2:6][C:7]2[CH:8]=[CH:9][C:10]([C:13]3[CH:18]=[C:17]([O:19][C:20]([F:23])([F:22])[F:21])[CH:16]=[CH:15][C:14]=3[S:24]([NH:27]C(C)(C)C)(=[O:26])=[O:25])=[N:11][CH:12]=2)[CH:5]=[CH:4][N:3]=[CH:2]1.C([O-])(O)=O.[Na+]. Product: [N:1]1([CH2:6][C:7]2[CH:8]=[CH:9][C:10]([C:13]3[CH:18]=[C:17]([O:19][C:20]([F:23])([F:21])[F:22])[CH:16]=[CH:15][C:14]=3[S:24]([NH2:27])(=[O:26])=[O:25])=[N:11][CH:12]=2)[CH:5]=[CH:4][N:3]=[CH:2]1. The catalyst class is: 67. (3) Reactant: S(O[CH2:12][C@@H:13]1[O:18][CH2:17][CH2:16][N:15]([C:19]([O:21][C:22]([CH3:25])([CH3:24])[CH3:23])=[O:20])[CH2:14]1)(C1C=CC(C)=CC=1)(=O)=O.[N-:26]=[N+:27]=[N-:28].[Na+]. Product: [N:26]([CH2:12][C@@H:13]1[O:18][CH2:17][CH2:16][N:15]([C:19]([O:21][C:22]([CH3:25])([CH3:24])[CH3:23])=[O:20])[CH2:14]1)=[N+:27]=[N-:28]. The catalyst class is: 9. (4) Reactant: [NH:1](C(OC(C)(C)C)=O)[C@H:2]([C:4]([O:6][CH2:7][C:8]1[CH:13]=[CH:12][CH:11]=[CH:10][CH:9]=1)=[O:5])[CH3:3].N#N.[ClH:23]. Product: [NH2:1][C@H:2]([C:4]([O:6][CH2:7][C:8]1[CH:13]=[CH:12][CH:11]=[CH:10][CH:9]=1)=[O:5])[CH3:3].[ClH:23]. The catalyst class is: 12. (5) Reactant: [CH3:1][C:2]1[O:6][N:5]=[C:4]([C:7]2[CH:12]=[CH:11][CH:10]=[CH:9][C:8]=2[C:13]([F:16])([F:15])[F:14])[C:3]=1[C:17]([O:19]C)=[O:18].[OH-].[Na+]. Product: [CH3:1][C:2]1[O:6][N:5]=[C:4]([C:7]2[CH:12]=[CH:11][CH:10]=[CH:9][C:8]=2[C:13]([F:16])([F:14])[F:15])[C:3]=1[C:17]([OH:19])=[O:18]. The catalyst class is: 5. (6) Reactant: CN(C)C=O.F[C:7]1[CH:12]=[CH:11][C:10]([C:13]#[N:14])=[CH:9][CH:8]=1.[NH:15]1[CH:19]=[CH:18][N:17]=[CH:16]1.[H-].[Na+]. Product: [C:13]([C:10]1[CH:11]=[CH:12][C:7]([N:15]2[CH:19]=[CH:18][N:17]=[CH:16]2)=[CH:8][CH:9]=1)#[N:14]. The catalyst class is: 6. (7) Reactant: [C:1]([CH2:3][C:4]1[CH:9]=[CH:8][CH:7]=[CH:6][C:5]=1[NH:10][C:11](=O)[C:12]1[CH:17]=[CH:16][CH:15]=[N:14][CH:13]=1)#[N:2].[H-].[Na+]. The catalyst class is: 39. Product: [N:14]1[CH:15]=[CH:16][CH:17]=[C:12]([C:11]2[NH:10][C:5]3[C:4]([C:3]=2[C:1]#[N:2])=[CH:9][CH:8]=[CH:7][CH:6]=3)[CH:13]=1. (8) Reactant: C(=O)([O-])[O-].[K+].[K+].[Br:7][CH2:8][CH2:9]Br.[C:11]([C:15]1[CH:16]=[C:17]([C:25](=[O:27])[CH3:26])[CH:18]=[C:19]([N+:22]([O-:24])=[O:23])[C:20]=1[OH:21])([CH3:14])([CH3:13])[CH3:12].C(OCC)(=O)C. Product: [Br:7][CH2:8][CH2:9][O:21][C:20]1[C:19]([N+:22]([O-:24])=[O:23])=[CH:18][C:17]([C:25](=[O:27])[CH3:26])=[CH:16][C:15]=1[C:11]([CH3:14])([CH3:13])[CH3:12]. The catalyst class is: 9. (9) Reactant: [CH2:1]([O:8][C@H:9]1[C@H:14]([O:15][CH2:16][C:17]2[CH:22]=[CH:21][CH:20]=[CH:19][CH:18]=2)[C@H:13]([O:23][CH2:24][C:25]2[CH:30]=[CH:29][CH:28]=[CH:27][CH:26]=2)[C@H:12]([CH3:31])[O:11][C@H:10]1[CH2:32][CH2:33][CH2:34][OH:35])[C:2]1[CH:7]=[CH:6][CH:5]=[CH:4][CH:3]=1.CC(OI1(OC(C)=O)(OC(C)=O)OC(=O)C2C=CC=CC1=2)=O. Product: [CH2:1]([O:8][C@H:9]1[C@H:14]([O:15][CH2:16][C:17]2[CH:22]=[CH:21][CH:20]=[CH:19][CH:18]=2)[C@H:13]([O:23][CH2:24][C:25]2[CH:26]=[CH:27][CH:28]=[CH:29][CH:30]=2)[C@H:12]([CH3:31])[O:11][C@H:10]1[CH2:32][CH2:33][CH:34]=[O:35])[C:2]1[CH:7]=[CH:6][CH:5]=[CH:4][CH:3]=1. The catalyst class is: 2.